The task is: Predict the reactants needed to synthesize the given product.. This data is from Full USPTO retrosynthesis dataset with 1.9M reactions from patents (1976-2016). (1) The reactants are: BrCCBr.I[CH2:6][CH2:7][C@H:8]([NH:19][C:20]([O:22][CH2:23][C:24]1[CH:29]=[CH:28][CH:27]=[CH:26][CH:25]=1)=[O:21])[C:9]([O:11][CH2:12][C:13]1[CH:18]=[CH:17][CH:16]=[CH:15][CH:14]=1)=[O:10].C1(C)C=CC=CC=1P(C1C=CC=CC=1C)C1C=CC=CC=1C.Br[C:53]1[CH:58]=[CH:57][C:56]([N+:59]([O-:61])=[O:60])=[CH:55][N:54]=1. Given the product [N+:59]([C:56]1[CH:57]=[CH:58][C:53]([CH2:6][CH2:7][C@H:8]([NH:19][C:20]([O:22][CH2:23][C:24]2[CH:29]=[CH:28][CH:27]=[CH:26][CH:25]=2)=[O:21])[C:9]([O:11][CH2:12][C:13]2[CH:18]=[CH:17][CH:16]=[CH:15][CH:14]=2)=[O:10])=[N:54][CH:55]=1)([O-:61])=[O:60], predict the reactants needed to synthesize it. (2) Given the product [CH3:45][O:44][C:42](=[O:43])[CH2:41][CH2:40][CH2:39][O:38][NH:37][CH:10]([C:9]([O:14][CH2:15][C:16]1[CH:21]=[CH:20][CH:19]=[CH:18][CH:17]=1)=[O:13])[CH3:12], predict the reactants needed to synthesize it. The reactants are: N1C(C)=CC=CC=1C.[C:9]([O:14][CH2:15][C:16]1[CH:21]=[CH:20][CH:19]=[CH:18][CH:17]=1)(=[O:13])[C@H:10]([CH3:12])O.FC(F)(F)S(OS(C(F)(F)F)(=O)=O)(=O)=O.[NH2:37][O:38][CH2:39][CH2:40][CH2:41][C:42]([O:44][CH3:45])=[O:43].